From a dataset of Forward reaction prediction with 1.9M reactions from USPTO patents (1976-2016). Predict the product of the given reaction. (1) Given the reactants Cl.[NH:2]1[CH2:5][CH:4]([C:6]2[C:11]([Cl:12])=[N:10][CH:9]=[CH:8][N:7]=2)[CH2:3]1.Cl[C:14]1[N:23]=[CH:22][C:21]2[C:16](=[CH:17][CH:18]=[CH:19][CH:20]=2)[N:15]=1.C(=O)([O-])[O-].[Cs+].[Cs+], predict the reaction product. The product is: [Cl:12][C:11]1[C:6]([CH:4]2[CH2:5][N:2]([C:14]3[N:23]=[CH:22][C:21]4[C:16](=[CH:17][CH:18]=[CH:19][CH:20]=4)[N:15]=3)[CH2:3]2)=[N:7][CH:8]=[CH:9][N:10]=1. (2) Given the reactants [Si]([O:8][C@@H:9]1[C@H:13]([CH2:14][CH3:15])[NH:12][C:11](=[O:16])[CH2:10]1)(C(C)(C)C)(C)C.I[C:18]1[CH:25]=[CH:24][C:21]([C:22]#[N:23])=[C:20]([O:26][CH3:27])[CH:19]=1.C(=O)([O-])[O-].[Cs+].[Cs+].C1(P(C2C=CC=CC=2)C2C3OC4C(=CC=CC=4P(C4C=CC=CC=4)C4C=CC=CC=4)C(C)(C)C=3C=CC=2)C=CC=CC=1, predict the reaction product. The product is: [CH2:14]([C@H:13]1[C@@H:9]([OH:8])[CH2:10][C:11](=[O:16])[N:12]1[C:18]1[CH:25]=[CH:24][C:21]([C:22]#[N:23])=[C:20]([O:26][CH3:27])[CH:19]=1)[CH3:15]. (3) The product is: [Cl:1][C:2]1[CH:12]=[C:11]([F:13])[C:10]([F:14])=[CH:9][C:3]=1[C:4]([NH:6][C:7](=[O:8])[NH:16][C:17]1[CH:22]=[C:21]([F:23])[CH:20]=[CH:19][C:18]=1[N:24]1[CH2:25][CH2:26][CH:27]([C:30]([OH:32])=[O:31])[CH2:28][CH2:29]1)=[O:5]. Given the reactants [Cl:1][C:2]1[CH:12]=[C:11]([F:13])[C:10]([F:14])=[CH:9][C:3]=1[C:4]([N:6]=[C:7]=[O:8])=[O:5].Cl.[NH2:16][C:17]1[CH:22]=[C:21]([F:23])[CH:20]=[CH:19][C:18]=1[N:24]1[CH2:29][CH2:28][CH:27]([C:30]([OH:32])=[O:31])[CH2:26][CH2:25]1, predict the reaction product. (4) Given the reactants [N+:1]([C:4]1[CH:5]=[N:6][NH:7][CH:8]=1)([O-:3])=[O:2].[O:9]1[CH2:14][CH2:13][CH:12](O)[CH2:11][CH2:10]1.C1C=CC(P(C2C=CC=CC=2)C2C=CC=CC=2)=CC=1, predict the reaction product. The product is: [N+:1]([C:4]1[CH:5]=[N:6][N:7]([CH:12]2[CH2:13][CH2:14][O:9][CH2:10][CH2:11]2)[CH:8]=1)([O-:3])=[O:2]. (5) Given the reactants [CH3:1][Mg+].[Br-].[C:4]([C:7]1[CH:12]=[CH:11][C:10]([C:13]2[CH:14]=[C:15]([C:20]3[CH:25]=[CH:24][C:23]([C:26]([F:29])([F:28])[F:27])=[CH:22][C:21]=3[CH2:30][N:31]3[C@@H:35]([CH3:36])[C@@H:34]([C:37]4[CH:42]=[C:41]([C:43]([F:46])([F:45])[F:44])[CH:40]=[C:39]([C:47]([F:50])([F:49])[F:48])[CH:38]=4)[O:33][C:32]3=[O:51])[C:16]([Cl:19])=[CH:17][CH:18]=2)=[C:9]([CH3:52])[CH:8]=1)(=[O:6])[CH3:5].[Cl-].[NH4+], predict the reaction product. The product is: [F:44][C:43]([F:46])([F:45])[C:41]1[CH:42]=[C:37]([C@H:34]2[O:33][C:32](=[O:51])[N:31]([CH2:30][C:21]3[CH:22]=[C:23]([C:26]([F:27])([F:28])[F:29])[CH:24]=[CH:25][C:20]=3[C:15]3[C:16]([Cl:19])=[CH:17][CH:18]=[C:13]([C:10]4[CH:11]=[CH:12][C:7]([C:4]([OH:6])([CH3:1])[CH3:5])=[CH:8][C:9]=4[CH3:52])[CH:14]=3)[C@H:35]2[CH3:36])[CH:38]=[C:39]([C:47]([F:49])([F:50])[F:48])[CH:40]=1. (6) Given the reactants Cl[C:2]1[CH:7]=[CH:6][N:5]=[C:4]([C:8]2[CH:13]=[C:12]([OH:14])[CH:11]=[C:10]([CH2:15][N:16]([CH2:18][C:19]3[CH:24]=[C:23]([N:25]([CH3:27])[CH3:26])[CH:22]=[CH:21][N:20]=3)[CH3:17])[N:9]=2)[CH:3]=1.[NH:28]1[CH2:32][CH2:31][CH2:30][CH2:29]1, predict the reaction product. The product is: [CH3:26][N:25]([CH3:27])[C:23]1[CH:22]=[CH:21][N:20]=[C:19]([CH2:18][N:16]([CH2:15][C:10]2[N:9]=[C:8]([C:4]3[CH:3]=[C:2]([N:28]4[CH2:32][CH2:31][CH2:30][CH2:29]4)[CH:7]=[CH:6][N:5]=3)[CH:13]=[C:12]([OH:14])[CH:11]=2)[CH3:17])[CH:24]=1. (7) Given the reactants ClC1C(Cl)=CN=C([N:9]2[CH2:14][CH2:13][CH:12]([C:15]3[S:16][CH:17]=[C:18]([CH2:20][O:21][C:22]4[CH:27]=[CH:26][C:25]([N:28]5[CH:32]=[N:31][N:30]=[N:29]5)=[CH:24][CH:23]=4)[N:19]=3)[CH2:11][CH2:10]2)N=1.Cl[C:34]([O:36][CH2:37][CH:38]=[CH2:39])=[O:35], predict the reaction product. The product is: [CH2:37]([O:36][C:34]([N:9]1[CH2:14][CH2:13][CH:12]([C:15]2[S:16][CH:17]=[C:18]([CH2:20][O:21][C:22]3[CH:27]=[CH:26][C:25]([N:28]4[CH:32]=[N:31][N:30]=[N:29]4)=[CH:24][CH:23]=3)[N:19]=2)[CH2:11][CH2:10]1)=[O:35])[CH:38]=[CH2:39]. (8) The product is: [NH2:22][CH2:21][C:19]1[CH:18]=[C:4]([CH:3]=[C:2]([Cl:1])[CH:20]=1)[CH2:5][O:6][C:7]1[CH:12]=[CH:11][CH:10]=[CH:9][C:8]=1[CH2:13][C:14]([O:16][CH3:17])=[O:15]. Given the reactants [Cl:1][C:2]1[CH:3]=[C:4]([CH:18]=[C:19]([C:21]#[N:22])[CH:20]=1)[CH2:5][O:6][C:7]1[CH:12]=[CH:11][CH:10]=[CH:9][C:8]=1[CH2:13][C:14]([O:16][CH3:17])=[O:15].O.[BH4-].[Na+], predict the reaction product. (9) Given the reactants [Cl:1][C:2]1[C:7]([N+:8]([O-:10])=[O:9])=[CH:6][CH:5]=[CH:4][C:3]=1[S:11](Cl)(=[O:13])=[O:12].[CH3:15][NH:16][CH3:17].C(N(CC)CC)C, predict the reaction product. The product is: [Cl:1][C:2]1[C:7]([N+:8]([O-:10])=[O:9])=[CH:6][CH:5]=[CH:4][C:3]=1[S:11]([N:16]([CH3:17])[CH3:15])(=[O:13])=[O:12]. (10) Given the reactants [NH:1]1[CH2:6][CH2:5][C:4](=[O:7])[CH2:3][CH2:2]1.Cl[CH2:9][CH2:10][CH2:11][O:12][CH3:13], predict the reaction product. The product is: [CH3:13][O:12][CH2:11][CH2:10][CH2:9][N:1]1[CH2:6][CH2:5][C:4](=[O:7])[CH2:3][CH2:2]1.